This data is from Experimentally validated miRNA-target interactions with 360,000+ pairs, plus equal number of negative samples. The task is: Binary Classification. Given a miRNA mature sequence and a target amino acid sequence, predict their likelihood of interaction. (1) The miRNA is hsa-miR-5571-5p with sequence CAAUUCUCAAAGGAGCCUCCC. The protein sequence of the target gene is MSNHEKMSTTDLMENLREELTCFICLDYFSSPVTTECGHSFCLMCLLKSWEEHNTPLSCPECWRTLGAPHFQANERLGRLANIGRQLRSQVLQSEDEQSICGRMPGPSWVFSDDEQSVINVSPPSQGTNKACFSSEAEEQHKEKLQDIINILRKKKKEVQAILNHEKERVMLCKEETKTCKQVVVSEYMKMHQFLKEEEQLQLQLLEREEKANMKKLRENEIQLTQQIRRLGKMIGRIESTCQNLTLESFEEVKGAMDRYESLLFQSPETTITELSLCHITGMREMLRKFSTDITLDPAT.... Result: 0 (no interaction). (2) The miRNA is hsa-miR-6837-3p with sequence CCUUCACUGUGACUCUGCUGCAG. The protein sequence of the target gene is MGPPLAPRPAHVPGEAGPRRTRESRPGAVSFADVAVYFSPEEWECLRPAQRALYRDVMRETFGHLGALGFSVPKPAFISWVEGEVEAWSPEAQDPDGESSAAFSRGQGQEAGSRDGNEEKERLKKCPKQKEVAHEVAVKEWWPSVACPEFCNPRQSPMNPWLKDTLTRRLPHSCPDCGRNFSYPSLLASHQRVHSGERPFSCGQCQARFSQRRYLLQHQFIHTGEKPYPCPDCGRRFRQRGSLAIHRRAHTGEKPYACSDCKSRFTYPYLLAIHQRKHTGEKPYSCPDCSLRFAYTSLLA.... Result: 1 (interaction). (3) The miRNA is hsa-miR-4709-5p with sequence ACAACAGUGACUUGCUCUCCAA. The protein sequence of the target gene is MASVAWAVLKVLLLLPTQTWSPVGAGNPPDCDSPLASALPRSSFSSSSELSSSHGPGFSRLNRRDGAGGWTPLVSNKYQWLQIDLGERMEVTAVATQGGYGSSDWVTSYLLMFSDGGRNWKQYRREESIWGFPGNTNADSVVHYRLQPPFEARFLRFLPLAWNPRGRIGMRIEVYGCAYKSEVVYFDGQSALLYTLDKKPLKPIRDVISLKFKAMQSNGILLHREGQHGNHITLELIKGKLVFFLNSGNAKLPSTIAPVTLTLGSLLDDQHWHSVLIELLDTQVNFTVDKHTHHFQAKGD.... Result: 0 (no interaction).